From a dataset of Full USPTO retrosynthesis dataset with 1.9M reactions from patents (1976-2016). Predict the reactants needed to synthesize the given product. (1) Given the product [F:37][C:38]1[CH:43]=[C:42]([F:44])[CH:41]=[CH:40][C:39]=1[C:8]1[CH:7]=[CH:6][C:5]2[C:10](=[CH:11][CH:12]=[C:3]([O:2][CH3:1])[CH:4]=2)[C:9]=1[CH2:13][C:14]1[CH:15]=[CH:16][C:17]([O:20][CH2:21][CH2:22][N:23]2[CH2:28][CH2:27][CH2:26][CH2:25][CH2:24]2)=[CH:18][CH:19]=1, predict the reactants needed to synthesize it. The reactants are: [CH3:1][O:2][C:3]1[CH:4]=[C:5]2[C:10](=[CH:11][CH:12]=1)[C:9]([CH2:13][C:14]1[CH:19]=[CH:18][C:17]([O:20][CH2:21][CH2:22][N:23]3[CH2:28][CH2:27][CH2:26][CH2:25][CH2:24]3)=[CH:16][CH:15]=1)=[C:8](OS(C(F)(F)F)(=O)=O)[CH:7]=[CH:6]2.[F:37][C:38]1[CH:43]=[C:42]([F:44])[CH:41]=[CH:40][C:39]=1B(O)O.[F-].[Cs+]. (2) Given the product [CH2:3]1[C:2]2([NH:18][C:14](=[O:17])[NH:12][C:11]2=[O:20])[CH2:1][C:9]2[C:4]1=[CH:5][CH:6]=[CH:7][CH:8]=2, predict the reactants needed to synthesize it. The reactants are: [CH2:1]1[C:9]2[C:4](=[CH:5][CH:6]=[CH:7][CH:8]=2)[CH2:3][C:2]1=O.[C-:11]#[N:12].[Na+].[C:14](=[O:17])([O-])[O-].[NH4+:18].[NH4+].[OH2:20]. (3) Given the product [F:1][C:2]1[CH:7]=[C:6]([F:8])[CH:5]=[CH:4][C:3]=1[C@:9]([OH:40])([C@H:17]([OH:19])[CH3:18])[CH2:10][N:12]1[CH:16]=[N:15][CH:14]=[N:13]1, predict the reactants needed to synthesize it. The reactants are: [F:1][C:2]1[CH:7]=[C:6]([F:8])[CH:5]=[CH:4][C:3]=1[CH:9]([C@H:17]([O:19]C1CCCCO1)[CH3:18])[CH:10]([N:12]1[CH:16]=[N:15][CH:14]=[N:13]1)O.N1C=CC=NC=1.CC1C=CC(S(O)(=O)=[O:40])=CC=1.C(O)C. (4) Given the product [ClH:25].[CH3:1][S:2]([C:5]1[CH:10]=[CH:9][CH:8]=[CH:7][C:6]=1[O:11][CH:12]1[CH2:17][CH2:16][NH:15][CH2:14][CH2:13]1)(=[O:4])=[O:3], predict the reactants needed to synthesize it. The reactants are: [CH3:1][S:2]([C:5]1[CH:10]=[CH:9][CH:8]=[CH:7][C:6]=1[O:11][CH:12]1[CH2:17][CH2:16][N:15](C(OC(C)(C)C)=O)[CH2:14][CH2:13]1)(=[O:4])=[O:3].[ClH:25]. (5) Given the product [NH2:1][C:2](=[O:29])[C@@H:3]([NH:12][C:13]([C:15]1([NH:21][C:22](=[O:28])[O:23][C:24]([CH3:27])([CH3:26])[CH3:25])[CH2:20][CH2:19][O:18][CH2:17][CH2:16]1)=[O:14])[CH2:4][C:5]1[CH:10]=[CH:9][C:8]([C:36]2[CH:35]=[CH:34][CH:33]=[C:32]([C:30]#[N:31])[CH:37]=2)=[CH:7][CH:6]=1, predict the reactants needed to synthesize it. The reactants are: [NH2:1][C:2](=[O:29])[C@@H:3]([NH:12][C:13]([C:15]1([NH:21][C:22](=[O:28])[O:23][C:24]([CH3:27])([CH3:26])[CH3:25])[CH2:20][CH2:19][O:18][CH2:17][CH2:16]1)=[O:14])[CH2:4][C:5]1[CH:10]=[CH:9][C:8](I)=[CH:7][CH:6]=1.[C:30]([C:32]1[CH:33]=[C:34](B(O)O)[CH:35]=[CH:36][CH:37]=1)#[N:31].C(=O)([O-])[O-].[Na+].[Na+]. (6) Given the product [CH3:14][O:13][C:8]1[CH:9]=[CH:10][CH:11]=[CH:12][C:7]=1[C:6]1[N:2]2[C:3]([S:15][CH2:17][C:18]([C:20]3[CH:25]=[CH:24][C:23]([CH3:26])=[C:22]([N+:27]([O-:29])=[O:28])[CH:21]=3)=[N:1]2)=[N:4][N:5]=1, predict the reactants needed to synthesize it. The reactants are: [NH2:1][N:2]1[C:6]([C:7]2[CH:12]=[CH:11][CH:10]=[CH:9][C:8]=2[O:13][CH3:14])=[N:5][N:4]=[C:3]1[SH:15].Br[CH2:17][C:18]([C:20]1[CH:25]=[CH:24][C:23]([CH3:26])=[C:22]([N+:27]([O-:29])=[O:28])[CH:21]=1)=O.